This data is from Full USPTO retrosynthesis dataset with 1.9M reactions from patents (1976-2016). The task is: Predict the reactants needed to synthesize the given product. (1) The reactants are: Br[C:2]1[N:7]=[C:6]([N:8]([C:15]2[CH:20]=[CH:19][CH:18]=[C:17]([Br:21])[N:16]=2)[C:9]2[CH:14]=[CH:13][CH:12]=[CH:11][CH:10]=2)[CH:5]=[CH:4][CH:3]=1.[C:22]1(B(O)O)[CH:27]=[CH:26][CH:25]=[CH:24][CH:23]=1.C(=O)([O-])[O-].[K+].[K+].C(COC)OC. Given the product [Br:21][C:17]1[N:16]=[C:15]([N:8]([C:9]2[CH:14]=[CH:13][CH:12]=[CH:11][CH:10]=2)[C:6]2[CH:5]=[CH:4][CH:3]=[C:2]([C:22]3[CH:27]=[CH:26][CH:25]=[CH:24][CH:23]=3)[N:7]=2)[CH:20]=[CH:19][CH:18]=1, predict the reactants needed to synthesize it. (2) Given the product [CH3:38][O:39][CH2:40][C@@H:41]([NH:48][C:49](=[O:50])[NH:51][C:2]1[N:7]=[CH:6][C:5]2[C:8]([C@@H:30]3[CH2:32][C@H:31]3[C:33]([OH:35])=[O:34])=[N:9][N:10]([C:11]([C:24]3[CH:25]=[CH:26][CH:27]=[CH:28][CH:29]=3)([C:18]3[CH:19]=[CH:20][CH:21]=[CH:22][CH:23]=3)[C:12]3[CH:17]=[CH:16][CH:15]=[CH:14][CH:13]=3)[C:4]=2[CH:3]=1)[C:42]1[CH:47]=[CH:46][CH:45]=[CH:44][CH:43]=1, predict the reactants needed to synthesize it. The reactants are: Cl[C:2]1[N:7]=[CH:6][C:5]2[C:8]([C@@H:30]3[CH2:32][C@H:31]3[C:33]([O:35]CC)=[O:34])=[N:9][N:10]([C:11]([C:24]3[CH:29]=[CH:28][CH:27]=[CH:26][CH:25]=3)([C:18]3[CH:23]=[CH:22][CH:21]=[CH:20][CH:19]=3)[C:12]3[CH:17]=[CH:16][CH:15]=[CH:14][CH:13]=3)[C:4]=2[CH:3]=1.[CH3:38][O:39][CH2:40][C@@H:41]([NH:48][C:49]([NH2:51])=[O:50])[C:42]1[CH:47]=[CH:46][CH:45]=[CH:44][CH:43]=1. (3) Given the product [C:1]1([CH:7]2[CH:12]([C:13]3[CH:18]=[CH:17][CH:16]=[CH:15][CH:14]=3)[CH2:11][CH2:10][C:9](=[N:27][OH:28])[CH2:8]2)[CH:6]=[CH:5][CH:4]=[CH:3][CH:2]=1, predict the reactants needed to synthesize it. The reactants are: [C:1]1([C@H:7]2[C@H:12]([C:13]3[CH:18]=[CH:17][CH:16]=[CH:15][CH:14]=3)[CH2:11][CH2:10][C:9](=O)[CH2:8]2)[CH:6]=[CH:5][CH:4]=[CH:3][CH:2]=1.N1C=CC=CC=1.Cl.[NH2:27][OH:28].